Dataset: Catalyst prediction with 721,799 reactions and 888 catalyst types from USPTO. Task: Predict which catalyst facilitates the given reaction. Product: [O:5]1[C:6]2[C:11](=[CH:10][CH:9]=[CH:8][CH:7]=2)[CH2:2][CH2:3][CH2:4]1. Reactant: O[CH:2]1[C:11]2[C:6](=[CH:7][CH:8]=[CH:9][CH:10]=2)[O:5][CH2:4][CH2:3]1.C(OC(=O)C)(=O)C.[H][H]. The catalyst class is: 285.